Dataset: Forward reaction prediction with 1.9M reactions from USPTO patents (1976-2016). Task: Predict the product of the given reaction. (1) Given the reactants [CH2:1]([O:3][C:4](=[O:18])[CH:5]([O:15][CH2:16][CH3:17])[CH2:6][C:7]1[CH:12]=[CH:11][C:10]([OH:13])=[CH:9][C:8]=1[CH3:14])[CH3:2].Cl[CH2:20][C:21]1[N:22]=[C:23]([C:27]2[CH:32]=[CH:31][C:30]([F:33])=[CH:29][CH:28]=2)[O:24][C:25]=1[CH3:26].FC1C=CC(C=O)=CC=1.O=P(Cl)(Cl)Cl.C(=O)([O-])[O-].[Cs+].[Cs+].[I-].[K+], predict the reaction product. The product is: [CH2:1]([O:3][C:4](=[O:18])[CH:5]([O:15][CH2:16][CH3:17])[CH2:6][C:7]1[CH:12]=[CH:11][C:10]([O:13][CH2:20][C:21]2[N:22]=[C:23]([C:27]3[CH:32]=[CH:31][C:30]([F:33])=[CH:29][CH:28]=3)[O:24][C:25]=2[CH3:26])=[CH:9][C:8]=1[CH3:14])[CH3:2]. (2) Given the reactants Br[C:2]1[C:3]2[O:23][CH:22]=[CH:21][C:4]=2[C:5](=[O:20])[N:6]([CH2:8][CH2:9][C:10]2[CH:19]=[CH:18][C:17]3[C:12](=[CH:13][CH:14]=[CH:15][CH:16]=3)[N:11]=2)[CH:7]=1.[N:24]1[CH:29]=[CH:28][C:27](B(O)O)=[CH:26][CH:25]=1, predict the reaction product. The product is: [N:24]1[CH:29]=[CH:28][C:27]([C:2]2[C:3]3[O:23][CH:22]=[CH:21][C:4]=3[C:5](=[O:20])[N:6]([CH2:8][CH2:9][C:10]3[CH:19]=[CH:18][C:17]4[C:12](=[CH:13][CH:14]=[CH:15][CH:16]=4)[N:11]=3)[CH:7]=2)=[CH:26][CH:25]=1. (3) Given the reactants [Cl:1][C:2]1[CH:7]=[CH:6][C:5]([NH:8][C:9](=[O:11])[O-])=[CH:4][CH:3]=1.C([Li])(C)(C)C.[CH3:17][O:18][C:19]1[C:24]([O:25][CH3:26])=[CH:23][CH:22]=[CH:21][C:20]=1[C:27](=O)C(OCC)=O.[NH4+].[Cl-:35], predict the reaction product. The product is: [Cl:35][C:27]1([C:20]2[CH:21]=[CH:22][CH:23]=[C:24]([O:25][CH3:26])[C:19]=2[O:18][CH3:17])[C:4]2[C:5](=[CH:6][CH:7]=[C:2]([Cl:1])[CH:3]=2)[NH:8][C:9]1=[O:11].